This data is from Full USPTO retrosynthesis dataset with 1.9M reactions from patents (1976-2016). The task is: Predict the reactants needed to synthesize the given product. Given the product [Cl:27][C:24]1[CH:25]=[CH:26][C:21]([C:18]2[CH:19]=[CH:20][C:15]([CH2:14][CH2:13][CH2:12][CH2:11][C:8]3[N:7]=[N:6][C:5]([C:3]([OH:4])=[O:2])=[CH:10][CH:9]=3)=[N:16][CH:17]=2)=[CH:22][CH:23]=1, predict the reactants needed to synthesize it. The reactants are: C[O:2][C:3]([C:5]1[N:6]=[N:7][C:8]([CH2:11][CH2:12][CH2:13][CH2:14][C:15]2[CH:20]=[CH:19][C:18]([C:21]3[CH:26]=[CH:25][C:24]([Cl:27])=[CH:23][CH:22]=3)=[CH:17][N:16]=2)=[CH:9][CH:10]=1)=[O:4].Cl.